From a dataset of Forward reaction prediction with 1.9M reactions from USPTO patents (1976-2016). Predict the product of the given reaction. (1) Given the reactants [C:1]1([C:27]2[CH:32]=[CH:31][CH:30]=[CH:29][CH:28]=2)[CH:6]=[CH:5][C:4]([O:7][CH2:8][CH2:9][CH2:10][CH2:11][C:12]([C:14]2[CH:19]=[CH:18][C:17]([CH2:20][C@H:21]([O:25][CH3:26])[C:22]([OH:24])=[O:23])=[CH:16][CH:15]=2)=O)=[CH:3][CH:2]=1.[NH2:33][OH:34], predict the reaction product. The product is: [C:1]1([C:27]2[CH:32]=[CH:31][CH:30]=[CH:29][CH:28]=2)[CH:6]=[CH:5][C:4]([O:7][CH2:8][CH2:9][CH2:10][CH2:11][C:12]([C:14]2[CH:19]=[CH:18][C:17]([CH2:20][C@H:21]([O:25][CH3:26])[C:22]([OH:24])=[O:23])=[CH:16][CH:15]=2)=[N:33][OH:34])=[CH:3][CH:2]=1. (2) The product is: [CH2:31]([O:30][C:28]([C:2]1[CH:3]=[C:4]([N:8]2[CH2:12][C@@H:11]3[CH2:13][N:14]([C:16]([O:18][C:19]([CH3:22])([CH3:21])[CH3:20])=[O:17])[CH2:15][C@@H:10]3[CH2:9]2)[CH:5]=[N:6][CH:7]=1)=[CH2:29])[CH3:32]. Given the reactants Br[C:2]1[CH:3]=[C:4]([N:8]2[CH2:12][C@@H:11]3[CH2:13][N:14]([C:16]([O:18][C:19]([CH3:22])([CH3:21])[CH3:20])=[O:17])[CH2:15][C@@H:10]3[CH2:9]2)[CH:5]=[N:6][CH:7]=1.C([Sn](CCCC)(CCCC)[C:28]([O:30][CH2:31][CH3:32])=[CH2:29])CCC, predict the reaction product. (3) Given the reactants [Cl:1][C:2]1[C:27]([C:28]([F:31])([F:30])[F:29])=[CH:26][CH:25]=[CH:24][C:3]=1[CH2:4][N:5]([CH2:10][CH:11]([C:18]1[CH:23]=[CH:22][CH:21]=[CH:20][CH:19]=1)[C:12]1[CH:17]=[CH:16][CH:15]=[CH:14][CH:13]=1)[CH2:6][CH2:7][CH2:8][OH:9].[CH3:32][O:33][C:34](=[O:42])[C:35]1[CH:40]=[CH:39][CH:38]=[C:37](O)[CH:36]=1.C1(P(C2C=CC=CC=2)C2C=CC=CC=2)C=CC=CC=1.CC(OC(/N=N/C(OC(C)C)=O)=O)C, predict the reaction product. The product is: [ClH:1].[CH3:32][O:33][C:34](=[O:42])[C:35]1[CH:40]=[CH:39][CH:38]=[C:37]([O:9][CH2:8][CH2:7][CH2:6][N:5]([CH2:4][C:3]2[CH:24]=[CH:25][CH:26]=[C:27]([C:28]([F:29])([F:30])[F:31])[C:2]=2[Cl:1])[CH2:10][CH:11]([C:12]2[CH:17]=[CH:16][CH:15]=[CH:14][CH:13]=2)[C:18]2[CH:19]=[CH:20][CH:21]=[CH:22][CH:23]=2)[CH:36]=1. (4) Given the reactants Cl[C:2]1[C:11]2[C:6](=[CH:7][CH:8]=[CH:9][C:10]=2[Cl:12])[CH:5]=[C:4]([C@@H:13]([NH:15][C:16](=[O:32])[O:17][CH2:18][CH:19]2[C:31]3[CH:30]=[CH:29][CH:28]=[CH:27][C:26]=3[C:25]3[C:20]2=[CH:21][CH:22]=[CH:23][CH:24]=3)[CH3:14])[N:3]=1.[CH2:33]([Sn](CCCC)(CCCC)C=C)[CH2:34]CC.C1C=CC(P(C2C=CC=CC=2)C2C=CC=CC=2)=CC=1, predict the reaction product. The product is: [Cl:12][C:10]1[CH:9]=[CH:8][CH:7]=[C:6]2[C:11]=1[C:2]([CH:33]=[CH2:34])=[N:3][C:4]([C@@H:13]([NH:15][C:16](=[O:32])[O:17][CH2:18][CH:19]1[C:20]3[CH:21]=[CH:22][CH:23]=[CH:24][C:25]=3[C:26]3[C:31]1=[CH:30][CH:29]=[CH:28][CH:27]=3)[CH3:14])=[CH:5]2. (5) Given the reactants [Cl:1][CH2:2][C:3]([NH:5][C:6]1[CH:11]=[C:10]([C:12]2[S:13][CH:14]=[CH:15][N:16]=2)[N:9]=[C:8]([C:17]2[O:18][C:19](C)=[CH:20][CH:21]=2)[N:7]=1)=[O:4].O1C=CC=C1C(N)=N, predict the reaction product. The product is: [Cl:1][CH2:2][C:3]([NH:5][C:6]1[CH:11]=[C:10]([C:12]2[S:13][CH:14]=[CH:15][N:16]=2)[N:9]=[C:8]([C:17]2[O:18][CH:19]=[CH:20][CH:21]=2)[N:7]=1)=[O:4]. (6) The product is: [NH2:1][C:2]1[CH:9]=[C:8]([O:17][CH:14]2[CH2:15][CH2:16][O:11][CH2:12][CH2:13]2)[C:5]([C:6]#[N:7])=[CH:4][N:3]=1. Given the reactants [NH2:1][C:2]1[CH:9]=[C:8](F)[C:5]([C:6]#[N:7])=[CH:4][N:3]=1.[O:11]1[CH2:16][CH2:15][CH:14]([OH:17])[CH2:13][CH2:12]1, predict the reaction product.